From a dataset of Forward reaction prediction with 1.9M reactions from USPTO patents (1976-2016). Predict the product of the given reaction. The product is: [CH2:18]([CH:22]1[CH2:27][CH2:26][N:25]([CH2:2][CH2:3][CH2:4][N:5]2[C:14]3[C:9](=[CH:10][C:11]([F:16])=[C:12]([F:15])[CH:13]=3)[CH2:8][CH2:7][C:6]2=[O:17])[CH2:24][CH2:23]1)[CH2:19][CH2:20][CH3:21]. Given the reactants Cl[CH2:2][CH2:3][CH2:4][N:5]1[C:14]2[C:9](=[CH:10][C:11]([F:16])=[C:12]([F:15])[CH:13]=2)[CH2:8][CH2:7][C:6]1=[O:17].[CH2:18]([CH:22]1[CH2:27][CH2:26][NH:25][CH2:24][CH2:23]1)[CH2:19][CH2:20][CH3:21].[Na+].[I-].C([O-])([O-])=O.[K+].[K+], predict the reaction product.